This data is from Retrosynthesis with 50K atom-mapped reactions and 10 reaction types from USPTO. The task is: Predict the reactants needed to synthesize the given product. (1) The reactants are: CNC(=O)c1cccc(N)c1.Cc1ccccc1C(=O)c1c[nH]c2ncnc(Cl)c12. Given the product CNC(=O)c1cccc(Nc2ncnc3[nH]cc(C(=O)c4ccccc4C)c23)c1, predict the reactants needed to synthesize it. (2) Given the product CCOC(=O)c1ccc(OC2CCN(C(=O)c3cc(S(C)(=O)=O)ccc3OC(C)C)CC2)cc1, predict the reactants needed to synthesize it. The reactants are: CC(C)Oc1ccc(S(C)(=O)=O)cc1C(=O)N1CCC(O)CC1.CCOC(=O)c1ccc(O)cc1.